This data is from Forward reaction prediction with 1.9M reactions from USPTO patents (1976-2016). The task is: Predict the product of the given reaction. Given the reactants [CH3:1][O:2][C:3]1[CH:27]=[CH:26][C:6]([CH2:7][N:8]2[CH:17]=[C:16]3[C:10]([CH:11]([C:22]([F:25])([F:24])[F:23])[CH2:12][CH2:13][C:14]4[S:20][C:19]([NH2:21])=[N:18][C:15]=43)=[N:9]2)=[CH:5][CH:4]=1.Cl[C:29]1[N:34]=[C:33]([CH3:35])[CH:32]=[CH:31][N:30]=1.CC1(C)C2C(=C(P(C3C=CC=CC=3)C3C=CC=CC=3)C=CC=2)OC2C(P(C3C=CC=CC=3)C3C=CC=CC=3)=CC=CC1=2.C([O-])([O-])=O.[Cs+].[Cs+], predict the reaction product. The product is: [CH3:1][O:2][C:3]1[CH:4]=[CH:5][C:6]([CH2:7][N:8]2[CH:17]=[C:16]3[C:10]([CH:11]([C:22]([F:24])([F:25])[F:23])[CH2:12][CH2:13][C:14]4[S:20][C:19]([NH:21][C:29]5[N:34]=[C:33]([CH3:35])[CH:32]=[CH:31][N:30]=5)=[N:18][C:15]=43)=[N:9]2)=[CH:26][CH:27]=1.